Dataset: Full USPTO retrosynthesis dataset with 1.9M reactions from patents (1976-2016). Task: Predict the reactants needed to synthesize the given product. (1) Given the product [ClH:42].[NH2:27][C:24]1[CH:23]=[CH:22][C:21]([C:19]([NH:18][CH2:17][C:16]2[C:11]([NH:10][CH:7]3[CH2:6][CH2:5][N:4]([C:2]([NH2:1])=[O:3])[CH2:9][CH2:8]3)=[C:12]3[CH:39]=[N:38][N:37]([CH2:40][CH3:41])[C:13]3=[N:14][C:15]=2[CH2:35][CH3:36])=[O:20])=[CH:26][CH:25]=1, predict the reactants needed to synthesize it. The reactants are: [NH2:1][C:2]([N:4]1[CH2:9][CH2:8][CH:7]([NH:10][C:11]2[C:16]([CH2:17][NH:18][C:19]([C:21]3[CH:26]=[CH:25][C:24]([NH:27]C(=O)OC(C)(C)C)=[CH:23][CH:22]=3)=[O:20])=[C:15]([CH2:35][CH3:36])[N:14]=[C:13]3[N:37]([CH2:40][CH3:41])[N:38]=[CH:39][C:12]=23)[CH2:6][CH2:5]1)=[O:3].[ClH:42]. (2) Given the product [C:31]([O:30][C:28]([NH:27][C@H:25]([CH3:26])[CH2:24][O:1][C:2]1[CH:3]=[CH:4][C:5]([C:8]2[CH:13]=[CH:12][C:11]([C:14]([O:16][CH2:17][CH3:18])=[O:15])=[CH:10][CH:9]=2)=[CH:6][CH:7]=1)=[O:29])([CH3:34])([CH3:33])[CH3:32], predict the reactants needed to synthesize it. The reactants are: [OH:1][C:2]1[CH:7]=[CH:6][C:5]([C:8]2[CH:13]=[CH:12][C:11]([C:14]([O:16][CH2:17][CH3:18])=[O:15])=[CH:10][CH:9]=2)=[CH:4][CH:3]=1.CS(O[CH2:24][C@H:25]([NH:27][C:28]([O:30][C:31]([CH3:34])([CH3:33])[CH3:32])=[O:29])[CH3:26])(=O)=O.C(=O)([O-])[O-].[Cs+].[Cs+]. (3) Given the product [Br:12][C:9]1[CH:10]=[C:11]2[C:6](=[CH:7][CH:8]=1)[N:5]=[CH:4][N:3]=[CH:2]2, predict the reactants needed to synthesize it. The reactants are: Cl[C:2]1[C:11]2[C:6](=[CH:7][CH:8]=[C:9]([Br:12])[CH:10]=2)[N:5]=[CH:4][N:3]=1.ClC1C=C(C=CC=1)N.